Task: Binary Classification. Given a miRNA mature sequence and a target amino acid sequence, predict their likelihood of interaction.. Dataset: Experimentally validated miRNA-target interactions with 360,000+ pairs, plus equal number of negative samples (1) The protein sequence of the target gene is MACGATLKRPMEFEAALLSPGSPKRRRCAPLPGPTPGLRPPDAEPPPLQMQTPPASLQQPAPPGSERRLPTPEQIFQNIKQEYNRYQRWRHLEVVLSQSEACTSETQPSSSALTAPGSPGAFWMKKDQPTFTLRQVGIICERLLKDYEDKVREEYEQILSTKLAEQYESFVKFTHDQIMRRYGTRPTSYVS. Result: 0 (no interaction). The miRNA is mmu-miR-338-3p with sequence UCCAGCAUCAGUGAUUUUGUUG. (2) The miRNA is hsa-miR-5699-3p with sequence UCCUGUCUUUCCUUGUUGGAGC. The protein sequence of the target gene is MEGLKDKTLQELEEMQNDPEAIARLALESPEVQDLQLEREMALATNRSLAEQNLEFQGPLEISRSNLSDKYQELRKLVERCQEQKAKLEKFSSALQPGTLLDLLQIEGMKIEEESEAMAEKFLEGEVPLETFLESFSSMRTLLHLRRVRVEKLQDVVRRPRALPELAGDVPPKRPPPPRPVPQATPPETEEQPPQPSVVTPYPLPYSPSPGLPVGPTAQGALQPAPFPVVAQPSSYGGPLGPYPSPHPGPRAMVGYSWSPQRSGPPQPGYPTAPTSTSGPGYPLVGGRTPGPGYPQQSPY.... Result: 0 (no interaction). (3) The miRNA is hsa-miR-211-5p with sequence UUCCCUUUGUCAUCCUUCGCCU. The protein sequence of the target gene is MPILKQLVSSSVHSKRRSRADLTAEMISAPLGDFRHTMHVGRAGDAFGDTSFLNSKAGEPDGESLDEQPSSSSSKRSLLSRKFRGSKRSQSVTRGEREQRDMLGSLRDSALFVKNAMSLPQLNEKEAAEKGTSKLPKSLSSSPVKKANDGEGGDEEAGTEEAVPRRNGAAGPHSPDPLLDEQAFGDLTDLPVVPKATYGLKHAESIMSFHIDLGPSMLGDVLSIMDKEEWDPEEGEGGYHGDEGAAGTITQAPPYAVAAPPLARQEGKAGPDLPSLPSHALEDEGWAAAAPSPGSARSMG.... Result: 1 (interaction). (4) The miRNA is hsa-miR-1185-1-3p with sequence AUAUACAGGGGGAGACUCUUAU. The protein sequence of the target gene is MDATTPAQTVGVEIYLGPVWPAPSNSTPLALNLSLALREDAPGNLTGDLSEHQQYVIALFLSCLYTIFLFPIGFVGNILILVVNISFREKMTIPDLYFINLAAADLILVADSLIEVFNLDEQYYDIAVLCTFMSLFLQINMYSSVFFLTWMSFDRYLALAKAMRCGLFRTKHHARLSCGLIWMASVSATLVPFTAVHLRHTEEACFCFADVREVQWLEVTLGFIMPFAIIGLCYSLIVRALIRAHRHRGLRPRRQKALRMIFAVVLVFFICWLPENVFISVHLLQWTQPGDTPCKQSFRH.... Result: 0 (no interaction). (5) The miRNA is hsa-miR-5682 with sequence GUAGCACCUUGCAGGAUAAGGU. The protein sequence of the target gene is MAARSAPSCHLRLEWVYGYRGHQCRNNLYYTAAKEIVYFVAGVGVVYSPREHRQKFYRGHSDDIISLALHPERVLVATGQVGKEPYICIWDSYTVQTISVLKDVHTHGIACLAFDLDGQRLVSVGLDSKNAVCVWDWKRGKMLSMAPGHTDRIFDISWDLYQPNKLVSCGVKHIKFWSLCGNALTPKRGVFGKTGDLQTILCLACARDELTYSGALNGDIYVWKGINLIRTIQGAHAAGIFSMNACEEGFATGGRDGCIRLWDLTFKPITVIDLRETDQGYKGLSVRSVCWRGDHILVGT.... Result: 0 (no interaction). (6) The miRNA is hsa-miR-4297 with sequence UGCCUUCCUGUCUGUG. The protein sequence of the target gene is MEDLEEDVRFIVDETLDFGGLSPSDSREEEDITVLVTPEKPLRRGLSHRSDPNAVAPAPQGVRLSLGPLSPEKLEEILDEANRLAAQLEQCALQDRESAGEGLGPRRVKPSPRRETFVLKDSPVRDLLPTVNSLTRSTPSPSSLTPRLRSNDRKGSVRALRATSGKRPSNMKRESPTCNLFPASKSPASSPLTRSTPPVRGRAGPSGRAAASEETRAAKLRVSGSGEFVGLTLKFLHPSPPGPPTPIRSVLAPQPSTSNSQRLPRPQGAAAKSSSQLPIPSAIPRPASRMPLTSRSVPPG.... Result: 0 (no interaction).